This data is from Forward reaction prediction with 1.9M reactions from USPTO patents (1976-2016). The task is: Predict the product of the given reaction. (1) Given the reactants Br[C:2]1[CH:11]=[C:10]2[C:5]([C:6]([CH3:13])([CH3:12])[CH2:7][CH2:8][S:9]2)=[CH:4][CH:3]=1.C([Li])CCC.CON(C)[C:22](=[O:28])[CH2:23][CH2:24][CH2:25][CH2:26][CH3:27], predict the reaction product. The product is: [CH3:12][C:6]1([CH3:13])[C:5]2[C:10](=[CH:11][C:2]([C:22](=[O:28])[CH2:23][CH2:24][CH2:25][CH2:26][CH3:27])=[CH:3][CH:4]=2)[S:9][CH2:8][CH2:7]1. (2) Given the reactants [CH:1]1([C:7]([OH:9])=O)[CH2:6][CH2:5][CH2:4][CH2:3][CH2:2]1.O=S(Cl)[Cl:12], predict the reaction product. The product is: [CH:1]1([C:7]([Cl:12])=[O:9])[CH2:6][CH2:5][CH2:4][CH2:3][CH2:2]1. (3) Given the reactants P(Cl)(Cl)([Cl:3])=O.[C:6]([NH:9][C:10]1[NH:11][C:12](=O)[C:13]2[S:18][C:17](=[O:19])[N:16]([C@@H:20]3[O:32][C@H:31]([CH2:33][O:34][C:35](=[O:37])[CH3:36])[C@@H:26]([O:27][C:28](=[O:30])[CH3:29])[C@H:21]3[O:22][C:23](=[O:25])[CH3:24])[C:14]=2[N:15]=1)(=[O:8])[CH3:7].C(N(CC)CC)C.C([O-])(O)=O.[Na+], predict the reaction product. The product is: [C:6]([NH:9][C:10]1[N:11]=[C:12]([Cl:3])[C:13]2[S:18][C:17](=[O:19])[N:16]([C@@H:20]3[O:32][C@H:31]([CH2:33][O:34][C:35](=[O:37])[CH3:36])[C@@H:26]([O:27][C:28](=[O:30])[CH3:29])[C@H:21]3[O:22][C:23](=[O:25])[CH3:24])[C:14]=2[N:15]=1)(=[O:8])[CH3:7]. (4) The product is: [CH2:1]([C:3]1[N:13]([CH2:14][C:15]2[CH:16]=[CH:17][C:18]([NH:21][C:27](=[O:28])[CH2:26][CH2:25][CH2:24][CH2:23][Cl:22])=[CH:19][CH:20]=2)[C:6]2=[N:7][C:8]([CH3:12])=[CH:9][C:10]([CH3:11])=[C:5]2[N:4]=1)[CH3:2]. Given the reactants [CH2:1]([C:3]1[N:13]([CH2:14][C:15]2[CH:20]=[CH:19][C:18]([NH2:21])=[CH:17][CH:16]=2)[C:6]2=[N:7][C:8]([CH3:12])=[CH:9][C:10]([CH3:11])=[C:5]2[N:4]=1)[CH3:2].[Cl:22][CH2:23][CH2:24][CH2:25][CH2:26][C:27](O)=[O:28].CCN=C=NCCCN(C)C.Cl.CCN(C(C)C)C(C)C, predict the reaction product. (5) Given the reactants [F:1][C:2]1[C:3](I)=[C:4]2[C:14]3[C:9](=[CH:10][N:11]=[C:12]([C:15]4[CH:16]=[N:17][CH:18]=[CH:19][CH:20]=4)[CH:13]=3)[NH:8][C:5]2=[N:6][CH:7]=1.C[O-].[Na+].[C:25](OCC)(=[O:27])C.[Cl-].[NH4+], predict the reaction product. The product is: [F:1][C:2]1[C:3]([O:27][CH3:25])=[C:4]2[C:14]3[C:9](=[CH:10][N:11]=[C:12]([C:15]4[CH:16]=[N:17][CH:18]=[CH:19][CH:20]=4)[CH:13]=3)[NH:8][C:5]2=[N:6][CH:7]=1. (6) Given the reactants [C:1]1(=[O:12])[C:10]2[C:5](=[CH:6][CH:7]=[CH:8][CH:9]=2)[C:4](=[O:11])[NH:3][NH:2]1.[CH3:13][C:14]1[CH:19]=[CH:18][C:17]([S:20](Cl)(=[O:22])=[O:21])=[CH:16][CH:15]=1, predict the reaction product. The product is: [CH3:13][C:14]1[CH:19]=[CH:18][C:17]([S:20]([O:11][C:4]2[C:5]3[C:10](=[CH:9][CH:8]=[CH:7][CH:6]=3)[C:1](=[O:12])[NH:2][N:3]=2)(=[O:22])=[O:21])=[CH:16][CH:15]=1. (7) Given the reactants C([O:8][N:9]1[C:15](=[O:16])[N:14]2[CH2:17][C@H:10]1[CH2:11][CH2:12][C@H:13]2[C:18]([NH:20][O:21][CH2:22][CH2:23][O:24][CH:25]1[CH2:30][CH2:29][N:28]([C:31]([O:33][C:34]([CH3:37])([CH3:36])[CH3:35])=[O:32])[CH2:27][CH2:26]1)=[O:19])C1C=CC=CC=1, predict the reaction product. The product is: [OH:8][N:9]1[C:15](=[O:16])[N:14]2[CH2:17][C@H:10]1[CH2:11][CH2:12][C@H:13]2[C:18]([NH:20][O:21][CH2:22][CH2:23][O:24][CH:25]1[CH2:30][CH2:29][N:28]([C:31]([O:33][C:34]([CH3:37])([CH3:36])[CH3:35])=[O:32])[CH2:27][CH2:26]1)=[O:19].